The task is: Predict the product of the given reaction.. This data is from Forward reaction prediction with 1.9M reactions from USPTO patents (1976-2016). (1) Given the reactants Cl.Cl.[C:3]1([C@H:13]([NH:15][C@@H:16]2[CH2:20][CH2:19][NH:18][CH2:17]2)[CH3:14])[C:12]2[C:7](=[CH:8][CH:9]=[CH:10][CH:11]=2)[CH:6]=[CH:5][CH:4]=1.[Cl:21][C:22]1[C:27](Cl)=[N:26][CH:25]=[CH:24][N:23]=1.C(=O)([O-])[O-].[K+].[K+], predict the reaction product. The product is: [Cl:21][C:22]1[C:27]([N:18]2[CH2:19][CH2:20][C@@H:16]([NH:15][C@@H:13]([C:3]3[C:12]4[C:7](=[CH:8][CH:9]=[CH:10][CH:11]=4)[CH:6]=[CH:5][CH:4]=3)[CH3:14])[CH2:17]2)=[N:26][CH:25]=[CH:24][N:23]=1. (2) Given the reactants [NH2:1][C:2]1[CH:3]=[C:4]([C:8]2[N:13]3[N:14]=[CH:15][C:16]([C:17]([C:19]4[S:20][CH:21]=[CH:22][CH:23]=4)=[O:18])=[C:12]3[N:11]=[C:10](C)[CH:9]=2)[CH:5]=[CH:6][CH:7]=1.[C:25](O)(=[O:29])[CH:26]1[O:28][CH2:27]1, predict the reaction product. The product is: [S:20]1[CH:21]=[CH:22][CH:23]=[C:19]1[C:17]([C:16]1[CH:15]=[N:14][N:13]2[C:8]([C:4]3[CH:3]=[C:2]([NH:1][C:25]([CH:26]4[CH2:27][O:28]4)=[O:29])[CH:7]=[CH:6][CH:5]=3)=[CH:9][CH:10]=[N:11][C:12]=12)=[O:18]. (3) Given the reactants C(O[C:5](=[O:7])[CH3:6])(=O)C.[Br:8][C:9]1[CH:15]=[CH:14][C:13]([N+:16]([O-:18])=[O:17])=[CH:12][C:10]=1[NH2:11].O, predict the reaction product. The product is: [Br:8][C:9]1[CH:15]=[CH:14][C:13]([N+:16]([O-:18])=[O:17])=[CH:12][C:10]=1[NH:11][C:5](=[O:7])[CH3:6]. (4) Given the reactants [Br:1][C:2]1[C:7]([CH3:8])=[CH:6][N+:5]([O-])=[C:4]([CH3:10])[CH:3]=1.C(OP([C:19]#[N:20])(OCC)=O)C.C(N(CC)CC)C, predict the reaction product. The product is: [Br:1][C:2]1[CH:3]=[C:4]([CH3:10])[N:5]=[C:6]([C:19]#[N:20])[C:7]=1[CH3:8]. (5) Given the reactants C([O:3][C:4]([C:6]1[CH:7]=[N:8][N:9]2[CH:14]=[C:13]([B:15]([OH:17])[OH:16])[CH:12]=[N:11][C:10]=12)=[O:5])C.[Li+].[OH-].Cl, predict the reaction product. The product is: [OH:17][B:15]([OH:16])[C:13]1[CH:12]=[N:11][C:10]2[N:9]([N:8]=[CH:7][C:6]=2[C:4]([OH:5])=[O:3])[CH:14]=1. (6) The product is: [Cl:1][C:2]1[N:11]=[C:10]([NH2:14])[C:9]2[C:4](=[CH:5][CH:6]=[C:7]([CH3:13])[CH:8]=2)[N:3]=1. Given the reactants [Cl:1][C:2]1[N:11]=[C:10](Cl)[C:9]2[C:4](=[CH:5][CH:6]=[C:7]([CH3:13])[CH:8]=2)[N:3]=1.[NH3:14], predict the reaction product. (7) Given the reactants [F:1][C:2]1[CH:9]=[CH:8][C:5]([CH:6]=O)=[CH:4][CH:3]=1.[CH3:10][C:11]([CH3:16])([CH3:15])[C:12]([NH2:14])=[O:13].C[Si](Cl)(C)C.[C:22]1([CH3:31])[CH:27]=[CH:26][C:25]([S:28]([OH:30])=[O:29])=[CH:24][CH:23]=1, predict the reaction product. The product is: [F:1][C:2]1[CH:9]=[CH:8][C:5]([CH:6]([S:28]([C:25]2[CH:26]=[CH:27][C:22]([CH3:31])=[CH:23][CH:24]=2)(=[O:30])=[O:29])[NH:14][C:12](=[O:13])[C:11]([CH3:16])([CH3:15])[CH3:10])=[CH:4][CH:3]=1.